Dataset: Reaction yield outcomes from USPTO patents with 853,638 reactions. Task: Predict the reaction yield, written as a fraction of the theoretical maximum amount of product (1.0 means a 100% yield; for example, 0.34 means a 34% yield). The catalyst is C(OCC)(=O)C. The yield is 0.570. The product is [CH2:13]([C:17]1[N:22]2[N:23]=[C:24]([CH3:26])[N:25]=[C:21]2[N:20]([CH:27]2[CH2:28][CH2:29][O:30][CH2:31][CH2:32]2)[C:19](=[O:33])[C:18]=1[CH2:34][C:35]1[CH:40]=[CH:39][C:38]([C:41]2[CH:46]=[CH:45][CH:44]=[CH:43][C:42]=2[C:47]2[NH:3][C:4](=[O:7])[O:5][N:48]=2)=[CH:37][C:36]=1[F:49])[CH2:14][CH2:15][CH3:16]. The reactants are [Cl-].O[NH3+:3].[C:4](=[O:7])([O-])[OH:5].[Na+].CS(C)=O.[CH2:13]([C:17]1[N:22]2[N:23]=[C:24]([CH3:26])[N:25]=[C:21]2[N:20]([CH:27]2[CH2:32][CH2:31][O:30][CH2:29][CH2:28]2)[C:19](=[O:33])[C:18]=1[CH2:34][C:35]1[CH:40]=[CH:39][C:38]([C:41]2[C:42]([C:47]#[N:48])=[CH:43][CH:44]=[CH:45][CH:46]=2)=[CH:37][C:36]=1[F:49])[CH2:14][CH2:15][CH3:16].